Dataset: Full USPTO retrosynthesis dataset with 1.9M reactions from patents (1976-2016). Task: Predict the reactants needed to synthesize the given product. (1) The reactants are: [C:1]([C:3]1[CH:4]=[C:5]([C@H:9]2[CH2:15][N:14]([C:16]3[N:17]([CH3:29])[C:18](=[O:28])[CH:19]=[C:20]([C:22]4[CH:27]=[CH:26][N:25]=[CH:24][N:23]=4)[N:21]=3)[CH2:13][CH2:12][CH2:11][O:10]2)[CH:6]=[CH:7][CH:8]=1)#[N:2].[O:30]1CCCC1.C(=O)([O-])[O-].[Na+].[Na+].OO. Given the product [CH3:29][N:17]1[C:18](=[O:28])[CH:19]=[C:20]([C:22]2[CH:27]=[CH:26][N:25]=[CH:24][N:23]=2)[N:21]=[C:16]1[N:14]1[CH2:13][CH2:12][CH2:11][O:10][C@@H:9]([C:5]2[CH:4]=[C:3]([CH:8]=[CH:7][CH:6]=2)[C:1]([NH2:2])=[O:30])[CH2:15]1, predict the reactants needed to synthesize it. (2) Given the product [Br:1][C:2]1[C:3]([N:12]2[CH2:17][CH2:16][N:15]([CH2:18][C:19]3[N:20]=[CH:21][S:22][CH:23]=3)[CH2:14][CH2:13]2)=[C:4]2[N:9]=[C:47]([C:44]3[CH:43]=[CH:42][C:41]([CH2:40][N:37]4[CH2:36][CH2:35][N:34]([C:32]([O:31][C:27]([CH3:28])([CH3:30])[CH3:29])=[O:33])[CH2:39][CH2:38]4)=[CH:46][CH:45]=3)[NH:8][C:5]2=[N:6][CH:7]=1, predict the reactants needed to synthesize it. The reactants are: [Br:1][C:2]1[C:3]([N:12]2[CH2:17][CH2:16][N:15]([CH2:18][C:19]3[N:20]=[CH:21][S:22][CH:23]=3)[CH2:14][CH2:13]2)=[C:4]([N+:9]([O-])=O)[C:5]([NH2:8])=[N:6][CH:7]=1.CCO.[C:27]([O:31][C:32]([N:34]1[CH2:39][CH2:38][N:37]([CH2:40][C:41]2[CH:46]=[CH:45][C:44]([CH:47]=O)=[CH:43][CH:42]=2)[CH2:36][CH2:35]1)=[O:33])([CH3:30])([CH3:29])[CH3:28].[O-]S(S([O-])=O)=O.[Na+].[Na+]. (3) Given the product [CH2:1]([S:21][CH:22]([CH2:28][CH3:29])[C:23]([OH:25])=[O:24])[CH2:2][CH2:3][CH2:4]/[CH:5]=[CH:6]\[CH2:7]/[CH:8]=[CH:9]\[CH2:10]/[CH:11]=[CH:12]\[CH2:13]/[CH:14]=[CH:15]\[CH2:16]/[CH:17]=[CH:18]\[CH2:19][CH3:20], predict the reactants needed to synthesize it. The reactants are: [CH2:1]([S:21][CH:22]([CH2:28][CH3:29])[C:23]([O:25]CC)=[O:24])[CH2:2][CH2:3][CH2:4]/[CH:5]=[CH:6]\[CH2:7]/[CH:8]=[CH:9]\[CH2:10]/[CH:11]=[CH:12]\[CH2:13]/[CH:14]=[CH:15]\[CH2:16]/[CH:17]=[CH:18]\[CH2:19][CH3:20].Cl. (4) Given the product [CH3:21][O:20][C:18]1[CH:17]=[N:16][CH:15]=[C:14]([C:12]#[C:13][C:2]2[CH:7]=[CH:6][CH:5]=[C:4]([C:8]([F:11])([F:10])[F:9])[CH:3]=2)[CH:19]=1, predict the reactants needed to synthesize it. The reactants are: I[C:2]1[CH:7]=[CH:6][CH:5]=[C:4]([C:8]([F:11])([F:10])[F:9])[CH:3]=1.[C:12]([C:14]1[CH:15]=[N:16][CH:17]=[C:18]([O:20][CH3:21])[CH:19]=1)#[CH:13].